Dataset: Reaction yield outcomes from USPTO patents with 853,638 reactions. Task: Predict the reaction yield, written as a fraction of the theoretical maximum amount of product (1.0 means a 100% yield; for example, 0.34 means a 34% yield). (1) The reactants are [CH3:1][O:2][C:3]1[CH:8]=[CH:7][C:6]([C:9]2[CH:14]=[C:13]([N+:15]([O-])=O)[CH:12]=[C:11]([NH:18][C:19](=[O:21])[CH3:20])[CH:10]=2)=[CH:5][CH:4]=1.[Cl-].[Ca+2].[Cl-]. The product is [NH2:15][C:13]1[CH:12]=[C:11]([NH:18][C:19](=[O:21])[CH3:20])[CH:10]=[C:9]([C:6]2[CH:5]=[CH:4][C:3]([O:2][CH3:1])=[CH:8][CH:7]=2)[CH:14]=1. The yield is 0.870. The catalyst is C(O)C.[Fe]. (2) The reactants are [Cl:1][C:2]1[CH:3]=[C:4]2[C:9](=[CH:10][C:11]=1[O:12][C:13]1[CH:18]=[CH:17][C:16]([C:19](=[O:35])[NH:20][C:21]3[CH:26]=[CH:25][C:24]([F:27])=[C:23]([C:28]4[CH:33]=[CH:32][C:31]([Cl:34])=[CH:30][CH:29]=4)[N:22]=3)=[CH:15][CH:14]=1)[O:8][CH2:7][CH2:6][CH:5]2[C:36]([OH:38])=[O:37].C[O-].[Na+:41].CO. The catalyst is CO.C1COCC1. The product is [Cl:1][C:2]1[CH:3]=[C:4]2[C:9](=[CH:10][C:11]=1[O:12][C:13]1[CH:14]=[CH:15][C:16]([C:19](=[O:35])[NH:20][C:21]3[CH:26]=[CH:25][C:24]([F:27])=[C:23]([C:28]4[CH:33]=[CH:32][C:31]([Cl:34])=[CH:30][CH:29]=4)[N:22]=3)=[CH:17][CH:18]=1)[O:8][CH2:7][CH2:6][CH:5]2[C:36]([O-:38])=[O:37].[Na+:41]. The yield is 1.02. (3) The catalyst is C1COCC1. The product is [CH2:1]1[C:4]2([CH2:5][N:6]([C:8]3[C:9]([CH2:10][OH:11])=[CH:14][CH:15]=[CH:16][N:17]=3)[CH2:7]2)[CH2:3][O:2]1. The reactants are [CH2:1]1[C:4]2([CH2:7][N:6]([C:8]3[N:17]=[CH:16][CH:15]=[CH:14][C:9]=3[C:10](OC)=[O:11])[CH2:5]2)[CH2:3][O:2]1.[H-].[Al+3].[Li+].[H-].[H-].[H-].O.[OH-].[Na+]. The yield is 0.980.